From a dataset of Full USPTO retrosynthesis dataset with 1.9M reactions from patents (1976-2016). Predict the reactants needed to synthesize the given product. (1) Given the product [CH:10]([C:8]1[CH:9]=[C:5]([C:3]([OH:4])=[O:2])[NH:6][CH:7]=1)([CH3:12])[CH3:11], predict the reactants needed to synthesize it. The reactants are: C[O:2][C:3]([C:5]1[NH:6][CH:7]=[C:8]([CH:10]([CH3:12])[CH3:11])[CH:9]=1)=[O:4].[OH-].[Na+]. (2) The reactants are: [O-2].[Mg+2:2].[P:3]([OH:7])([OH:6])([O-:5])=[O:4].[K+]. Given the product [P:3]([O-:7])([O-:6])([O-:5])=[O:4].[Mg+2:2].[P:3]([O-:7])([O-:6])([O-:5])=[O:4].[Mg+2:2].[Mg+2:2], predict the reactants needed to synthesize it. (3) Given the product [N:7]1[CH:12]=[CH:11][CH:10]=[C:9]([C:13]2[N:14]=[N:15][N:16]([C:18]3[O:22][C:21]([C:23]#[N:25])=[CH:20][CH:19]=3)[CH:17]=2)[CH:8]=1, predict the reactants needed to synthesize it. The reactants are: N1C=CC=CC=1.[N:7]1[CH:12]=[CH:11][CH:10]=[C:9]([C:13]2[N:14]=[N:15][N:16]([C:18]3[O:22][C:21]([C:23]([NH2:25])=O)=[CH:20][CH:19]=3)[CH:17]=2)[CH:8]=1.FC(F)(F)S(OS(C(F)(F)F)(=O)=O)(=O)=O.